This data is from Experimentally validated miRNA-target interactions with 360,000+ pairs, plus equal number of negative samples. The task is: Binary Classification. Given a miRNA mature sequence and a target amino acid sequence, predict their likelihood of interaction. (1) The protein sequence of the target gene is MPLLFLERFPWPSLRTYTGLSGLALLGTIISAYRALSQPEAGPGEPDQLTASLQPEPPAPARPSAGGPRARDVAQYLLSDSLFVWVLVNTACCVLMLVAKLIQCIVFGPLRVSERQHLKDKFWNFIFYKFIFIFGVLNVQTVEEVVMWCLWFAGLVFLHLMVQLCKDRFEYLSFSPTTPMSSHGRVLSLLVAMLLSCCGLAAVCSITGYTHGMHTLAFMAAESLLVTVRTAHVILRYVIHLWDLNHEGTWEGKGTYVYYTDFVMELTLLSLDLMHHIHMLLFGNIWLSMASLVIFMQLRY.... Result: 0 (no interaction). The miRNA is mmu-miR-434-5p with sequence GCUCGACUCAUGGUUUGAACCA. (2) The miRNA is hsa-miR-891a-5p with sequence UGCAACGAACCUGAGCCACUGA. The protein sequence of the target gene is MAGLAARLVLLAGAAALASGSQGDREPVYRDCVLQCEEQNCSGGALNHFRSRQPIYMSLAGWTCRDDCKYECMWVTVGLYLQEGHKVPQFHGKWPFSRFLFFQEPASAVASFLNGLASLVMLCRYRTFVPASSPMYHTCVAFAWVSLNAWFWSTVFHTRDTDLTEKMDYFCASTVILHSIYLCCVRTVGLQHPAVVSAFRALLLLMLTVHVSYLSLIRFDYGYNLVANVAIGLVNVVWWLAWCLWNQRRLPHVRKCVVVVLLLQGLSLLELLDFPPLFWVLDAHAIWHISTIPVHVLFFS.... Result: 0 (no interaction). (3) The miRNA is hsa-miR-26a-5p with sequence UUCAAGUAAUCCAGGAUAGGCU. The protein sequence of the target gene is MEGQSGRCKIVVVGDAECGKTALLQVFAKDAYPGSYVPTVFENYTASFEIDKRRIELNMWDTSGSSYYDNVRPLAYPDSDAVLICFDISRPETLDSVLKKWQGETQEFCPNAKVVLVGCKLDMRTDLATLRELSKQRLIPVTHEQGTVLAKQVGAVSYVECSSRSSERSVRDVFHVATVASLGRGHRQLRRTDSRRGMQRSAQLSGRPDRGNEGEIHKDRAKSCNLM. Result: 1 (interaction). (4) The miRNA is mmu-miR-5128 with sequence CAAUUGGGGCUGGCGAGAUGGCU. The protein sequence of the target gene is MADSKEGVLPLTAASTAPISFGFTRTSARRRLADSGDGAGPSPEEKDFLKTVEGRELQSVKPQEAPKELVIPLIQNGHRRQPPARPPGPSTDTGALADGVVSQAVKELIAESKKSLEERENAGVDPTLAIPMIQKGCTPSGEGADSEPRAETVPEEANYEAVPVEAYGLAMLRGMGWKPGEGIGRTFNQVVKPRVNSLRPKGLGLGANLTEAQALTPTGPSRMPRPDEEQEKDKEDQPQGLVPGGAVVVLSGPHRGLYGKVEGLDPDNVRAMVRLAVGSRVVTVSEYYLRPVSQQEFDKN.... Result: 0 (no interaction). (5) The miRNA is hsa-miR-552-3p with sequence AACAGGUGACUGGUUAGACAA. The protein sequence of the target gene is MFPAQDALPRSGLNLKEEPLLPAGLGSVRSWMQGAGILDASTAAQSGVGLARAHFEKQPPSNLRKSNFFHFVLAMYDRQGQPVEVERTAFIDFVEKDREPGAEKTNNGIHYRLRLVYNNGLRTEQDLYVRLIDSMSKQAIIYEGQDKNPEMCRVLLTHEIMCSRCCDRKSCGNRNETPSDPVIIDRFFLKFFLKCNQNCLKNAGNPRDMRRFQVVVSTTVSVDGHVLAVSDNMFVHNNSKHGRRARRLDPSEAATPCIKAISPGEGWTTGGATVIVIGDNFFDGLQVVFGNVLVWSELIT.... Result: 0 (no interaction).